Dataset: Catalyst prediction with 721,799 reactions and 888 catalyst types from USPTO. Task: Predict which catalyst facilitates the given reaction. (1) Reactant: [CH3:1][O:2][C:3]([C:5]1[C:10](Cl)=[N:9][CH:8]=[CH:7][N:6]=1)=[O:4].O.[SH-:13].[Na+]. The catalyst class is: 5. Product: [CH3:1][O:2][C:3]([C:5]1[C:10]([SH:13])=[N:9][CH:8]=[CH:7][N:6]=1)=[O:4]. (2) The catalyst class is: 5. Product: [CH2:12]([O:19][C:20]1[CH:25]=[C:24]([CH2:26][CH3:27])[CH:23]=[CH:22][C:21]=1[OH:2])[C:13]1[CH:18]=[CH:17][CH:16]=[CH:15][CH:14]=1. Reactant: C[O:2]S(C1C=CC=CC=1)(=O)=O.[CH2:12]([O:19][C:20]1[CH:25]=[C:24]([CH2:26][CH3:27])[CH:23]=[CH:22][C:21]=1C1C=C(C)C=CC=1S(O)(=O)=O)[C:13]1[CH:18]=[CH:17][CH:16]=[CH:15][CH:14]=1.[Mg].Cl. (3) Reactant: Br[C:2]1[CH:7]=[CH:6][CH:5]=[CH:4][N:3]=1.[NH2:8][C:9]1[CH:14]=[C:13]([OH:15])[C:12]([CH3:16])=[CH:11][CH:10]=1. Product: [CH3:16][C:12]1[CH:11]=[CH:10][C:9]([NH:8][C:2]2[CH:7]=[CH:6][CH:5]=[CH:4][N:3]=2)=[CH:14][C:13]=1[OH:15]. The catalyst class is: 14. (4) Reactant: C1(S([N:10]2[C:14]3=[N:15][CH:16]=[CH:17][CH:18]=[C:13]3[C:12]([N:19]3[CH2:24][CH2:23][N:22]([C:25]([O:27][C:28]([CH3:31])([CH3:30])[CH3:29])=[O:26])[CH2:21][CH2:20]3)=[CH:11]2)(=O)=O)C=CC=CC=1.[OH-].[Na+].CO. Product: [NH:10]1[C:14]2=[N:15][CH:16]=[CH:17][CH:18]=[C:13]2[C:12]([N:19]2[CH2:24][CH2:23][N:22]([C:25]([O:27][C:28]([CH3:31])([CH3:30])[CH3:29])=[O:26])[CH2:21][CH2:20]2)=[CH:11]1. The catalyst class is: 6. (5) Reactant: Cl.Cl.[NH:3]1[CH2:8][CH2:7][CH:6]([N:9]2[C:17]3[C:12](=[N:13][CH:14]=[CH:15][CH:16]=3)[NH:11][C:10]2=[O:18])[CH2:5][CH2:4]1.Cl[C:20]1[CH:25]=[CH:24][N:23]=[C:22]([C:26]([N:28]2[C:36]3[C:31](=[CH:32][C:33]([F:37])=[CH:34][CH:35]=3)[CH2:30][CH2:29]2)=[O:27])[CH:21]=1.C(=O)([O-])[O-].[K+].[K+].O. Product: [F:37][C:33]1[CH:32]=[C:31]2[C:36](=[CH:35][CH:34]=1)[N:28]([C:26]([C:22]1[CH:21]=[C:20]([N:3]3[CH2:4][CH2:5][CH:6]([N:9]4[C:17]5[C:12](=[N:13][CH:14]=[CH:15][CH:16]=5)[NH:11][C:10]4=[O:18])[CH2:7][CH2:8]3)[CH:25]=[CH:24][N:23]=1)=[O:27])[CH2:29][CH2:30]2. The catalyst class is: 60. (6) Reactant: Br.Br[CH2:3][C:4]1[CH:9]=[CH:8][CH:7]=[CH:6][N:5]=1.CCN(C(C)C)C(C)C.[C:19]1([S:25]([O-:27])=[O:26])[CH:24]=[CH:23][CH:22]=[CH:21][CH:20]=1.[Na+]. Product: [C:19]1([S:25]([CH2:3][C:4]2[CH:9]=[CH:8][CH:7]=[CH:6][N:5]=2)(=[O:27])=[O:26])[CH:24]=[CH:23][CH:22]=[CH:21][CH:20]=1. The catalyst class is: 23. (7) Reactant: [F:1][C:2]1[CH:22]=[C:21]([S:23]([CH3:26])(=[O:25])=[O:24])[CH:20]=[CH:19][C:3]=1[O:4][C:5]1[C:10]([CH3:11])=[C:9]([O:12][CH:13]2[CH2:18][CH2:17][NH:16][CH2:15][CH2:14]2)[N:8]=[CH:7][N:6]=1.[N:27]1[CH:32]=[CH:31][CH:30]=[C:29]([CH2:33][CH2:34]OS(C2C=CC(C)=CC=2)(=O)=O)[CH:28]=1.C(N(CC)CC)C. Product: [F:1][C:2]1[CH:22]=[C:21]([S:23]([CH3:26])(=[O:24])=[O:25])[CH:20]=[CH:19][C:3]=1[O:4][C:5]1[C:10]([CH3:11])=[C:9]([O:12][CH:13]2[CH2:18][CH2:17][N:16]([CH2:34][CH2:33][C:29]3[CH:28]=[N:27][CH:32]=[CH:31][CH:30]=3)[CH2:15][CH2:14]2)[N:8]=[CH:7][N:6]=1. The catalyst class is: 3.